Dataset: Full USPTO retrosynthesis dataset with 1.9M reactions from patents (1976-2016). Task: Predict the reactants needed to synthesize the given product. (1) Given the product [CH2:1]([O:3][CH:4]([N:6]1[C:10]([C:11]2[CH:12]=[CH:13][C:14]([S:17][CH3:18])=[CH:15][CH:16]=2)=[C:9]([C:19]2[CH:20]=[CH:21][C:22]([F:25])=[CH:23][CH:24]=2)[N:8]=[C:7]1[CH:26]([OH:28])[CH3:27])[CH3:5])[CH3:2], predict the reactants needed to synthesize it. The reactants are: [CH2:1]([O:3][CH:4]([N:6]1[C:10]([C:11]2[CH:16]=[CH:15][C:14]([S:17][CH3:18])=[CH:13][CH:12]=2)=[C:9]([C:19]2[CH:24]=[CH:23][C:22]([F:25])=[CH:21][CH:20]=2)[N:8]=[C:7]1[C:26](=[O:28])[CH3:27])[CH3:5])[CH3:2].[BH4-].[Na+].Cl.[Cl-].[Na+]. (2) Given the product [CH3:9][N:10]([CH2:18][CH2:19][N:20]([CH3:21])[C:2]1[CH:3]=[N:4][CH:5]=[C:6]([CH3:8])[CH:7]=1)[C:11](=[O:17])[O:12][C:13]([CH3:16])([CH3:15])[CH3:14], predict the reactants needed to synthesize it. The reactants are: Br[C:2]1[CH:3]=[N:4][CH:5]=[C:6]([CH3:8])[CH:7]=1.[CH3:9][N:10]([CH2:18][CH2:19][NH:20][CH3:21])[C:11](=[O:17])[O:12][C:13]([CH3:16])([CH3:15])[CH3:14].CC(OC1C=CC=C(OC(C)C)C=1C1C(P(C2CCCCC2)C2CCCCC2)=CC=CC=1)C.CC(C)([O-])C.[Na+]. (3) Given the product [C:10]1([NH:9][C:6]([CH2:7][C:2](=[CH2:1])[C:3]([OH:5])=[O:4])=[O:8])[CH:15]=[CH:14][CH:13]=[CH:12][CH:11]=1, predict the reactants needed to synthesize it. The reactants are: [CH2:1]=[C:2]1[CH2:7][C:6](=[O:8])[O:5][C:3]1=[O:4].[NH2:9][C:10]1[CH:15]=[CH:14][CH:13]=[CH:12][CH:11]=1. (4) Given the product [N:8]1[CH:32]=[CH:31][C:15]([N:11]2[CH2:12][CH2:7][N:8]([C:13]3[CH:14]=[CH:15][C:16]([CH2:17][CH2:30][C:28]([C:25]4[CH:26]=[CH:27][C:22]([CH3:21])=[CH:23][CH:24]=4)=[O:29])=[CH:19][CH:20]=3)[CH2:9][CH2:10]2)=[CH:14][CH:13]=1, predict the reactants needed to synthesize it. The reactants are: N1C=CC([CH:7]2[CH2:12][NH:11][CH2:10][CH2:9][N:8]2[C:13]2[CH:20]=[CH:19][C:16]([CH:17]=O)=[CH:15][CH:14]=2)=CC=1.[CH3:21][C:22]1[CH:27]=[CH:26][C:25]([C:28]([CH3:30])=[O:29])=[CH:24][CH:23]=1.[CH2:31](O)[CH3:32]. (5) Given the product [F:8][C:5]1[CH:6]=[CH:7][C:2]([C:15]([OH:17])=[O:16])=[C:3]([CH3:9])[CH:4]=1, predict the reactants needed to synthesize it. The reactants are: Br[C:2]1[CH:7]=[CH:6][C:5]([F:8])=[CH:4][C:3]=1[CH3:9].C([Li])CCC.[C:15](=[O:17])=[O:16].